This data is from Catalyst prediction with 721,799 reactions and 888 catalyst types from USPTO. The task is: Predict which catalyst facilitates the given reaction. (1) Reactant: C([O:8][C:9]1[CH:27]=[CH:26][CH:25]=[CH:24][C:10]=1[CH2:11][C:12]1[CH:17]=[CH:16][C:15]([C:18]2(O)[CH2:22][CH2:21][CH2:20][CH2:19]2)=[CH:14][CH:13]=1)C1C=CC=CC=1.Cl.C(=O)([O-])[O-].[K+].[K+]. Product: [CH:18]1([C:15]2[CH:16]=[CH:17][C:12]([CH2:11][C:10]3[CH:24]=[CH:25][CH:26]=[CH:27][C:9]=3[OH:8])=[CH:13][CH:14]=2)[CH2:19][CH2:20][CH2:21][CH2:22]1. The catalyst class is: 293. (2) Product: [F:33][C:30]1[CH:31]=[CH:32][C:27]([N:24]2[C:20]3[CH2:21][CH2:22][CH2:23][N:18]([C:16](=[O:17])[CH2:15][N:25]4[C:3]5=[N:4][CH:6]=[CH:23][CH:22]=[C:21]5[CH:20]=[N:24]4)[C:19]=3[CH:26]=[N:25]2)=[CH:28][CH:29]=1. The catalyst class is: 49. Reactant: CO.[CH3:3][N:4]([CH:6]=O)C.C([O-])([O-])=O.[K+].[K+].Cl[CH2:15][C:16]([N:18]1[CH2:23][CH2:22][CH2:21][C:20]2[N:24]([C:27]3[CH:32]=[CH:31][C:30]([F:33])=[CH:29][CH:28]=3)[N:25]=[CH:26][C:19]1=2)=[O:17]. (3) Reactant: [C:1]([O:24]CC)(=[O:23])/[CH:2]=[CH:3]\[CH:4]=[CH:5][CH:6]=[CH:7][CH:8]=[CH:9][CH:10]=[CH:11][CH:12]=[CH:13][CH2:14][CH2:15][CH2:16][CH2:17][CH2:18][CH2:19][CH2:20][CH2:21][CH3:22].[OH-].[Na+].O.Cl. Product: [C:1]([OH:24])(=[O:23])/[CH:2]=[CH:3]\[CH:4]=[CH:5][CH:6]=[CH:7][CH:8]=[CH:9][CH:10]=[CH:11][CH:12]=[CH:13][CH2:14][CH2:15][CH2:16][CH2:17][CH2:18][CH2:19][CH2:20][CH2:21][CH3:22]. The catalyst class is: 5. (4) Reactant: [Cl:1][C:2]1[N:7]=[C:6](Cl)[CH:5]=[CH:4][N:3]=1.[C:9]1([S:15]([N:18]2[C:22]3=[N:23][CH:24]=[CH:25][CH:26]=[C:21]3[C:20](B3OC(C)(C)C(C)(C)O3)=[CH:19]2)(=[O:17])=[O:16])[CH:14]=[CH:13][CH:12]=[CH:11][CH:10]=1.C([O-])([O-])=O.[K+].[K+]. Product: [Cl:1][C:2]1[N:7]=[C:6]([C:20]2[C:21]3[C:22](=[N:23][CH:24]=[CH:25][CH:26]=3)[N:18]([S:15]([C:9]3[CH:10]=[CH:11][CH:12]=[CH:13][CH:14]=3)(=[O:17])=[O:16])[CH:19]=2)[CH:5]=[CH:4][N:3]=1. The catalyst class is: 276. (5) Reactant: CCN=C=NCCCN(C)C.OP=O.[N:15]1[C:24]2[NH:23][CH2:22][CH2:21][CH2:20][C:19]=2[CH:18]=[CH:17][C:16]=1[CH2:25][CH2:26][CH2:27][C:28]1[CH:29]=[CH:30][C:31]([CH2:34][C@@H:35]([C:37]([O:39]C)=[O:38])[NH2:36])=[N:32][CH:33]=1.[Cl:41][C:42]1[CH:46]=[CH:45][S:44][C:43]=1[C:47](O)=[O:48].[OH-].[Na+]. Product: [Cl:41][C:42]1[CH:46]=[CH:45][S:44][C:43]=1[C:47]([NH:36][C@H:35]([C:37]([OH:39])=[O:38])[CH2:34][C:31]1[CH:30]=[CH:29][C:28]([CH2:27][CH2:26][CH2:25][C:16]2[CH:17]=[CH:18][C:19]3[CH2:20][CH2:21][CH2:22][NH:23][C:24]=3[N:15]=2)=[CH:33][N:32]=1)=[O:48]. The catalyst class is: 59. (6) Reactant: [CH3:1][O:2][C:3]1[CH:4]=[C:5]([C:11]2[C@@H:20]3[C@@H:15]([CH2:16][CH2:17][CH2:18][CH2:19]3)[C:14](=[O:21])[N:13]([CH:22]3[CH2:27][CH2:26][N:25]([C:28](=[O:39])[CH2:29][CH2:30][NH:31]C(=O)OC(C)(C)C)[CH2:24][CH2:23]3)[N:12]=2)[CH:6]=[CH:7][C:8]=1[O:9][CH3:10].[ClH:40]. Product: [ClH:40].[NH2:31][CH2:30][CH2:29][C:28]([N:25]1[CH2:26][CH2:27][CH:22]([N:13]2[N:12]=[C:11]([C:5]3[CH:6]=[CH:7][C:8]([O:9][CH3:10])=[C:3]([O:2][CH3:1])[CH:4]=3)[C@@H:20]3[C@@H:15]([CH2:16][CH2:17][CH2:18][CH2:19]3)[C:14]2=[O:21])[CH2:23][CH2:24]1)=[O:39]. The catalyst class is: 1.